This data is from Reaction yield outcomes from USPTO patents with 853,638 reactions. The task is: Predict the reaction yield, written as a fraction of the theoretical maximum amount of product (1.0 means a 100% yield; for example, 0.34 means a 34% yield). (1) The reactants are [NH2:1][C:2]1[S:3][CH:4]=[C:5]([C:12]2[CH:17]=[CH:16][C:15]([O:18][CH3:19])=[CH:14][CH:13]=2)[C:6]=1[C:7]([O:9][CH2:10][CH3:11])=[O:8].[C:20](Cl)(=[O:27])[C:21]1[CH:26]=[CH:25][CH:24]=[CH:23][CH:22]=1.N1C=CC=CC=1. The catalyst is C(#N)C. The product is [C:20]([NH:1][C:2]1[S:3][CH:4]=[C:5]([C:12]2[CH:13]=[CH:14][C:15]([O:18][CH3:19])=[CH:16][CH:17]=2)[C:6]=1[C:7]([O:9][CH2:10][CH3:11])=[O:8])(=[O:27])[C:21]1[CH:26]=[CH:25][CH:24]=[CH:23][CH:22]=1. The yield is 0.194. (2) The reactants are [Br:1][C:2]1[CH:7]=[C:6]([C:8]([F:17])([C:13]([F:16])([F:15])[F:14])[C:9]([F:12])([F:11])[F:10])[CH:5]=[C:4]([C:18]([F:21])([F:20])[F:19])[C:3]=1[NH:22][C:23](=[O:34])[C:24]1[CH:29]=[CH:28][CH:27]=[C:26]([N+:30]([O-])=O)[C:25]=1[F:33].Cl.[OH-].[Na+]. The catalyst is C(O)C. The product is [NH2:30][C:26]1[C:25]([F:33])=[C:24]([CH:29]=[CH:28][CH:27]=1)[C:23]([NH:22][C:3]1[C:4]([C:18]([F:20])([F:21])[F:19])=[CH:5][C:6]([C:8]([F:17])([C:9]([F:10])([F:11])[F:12])[C:13]([F:14])([F:15])[F:16])=[CH:7][C:2]=1[Br:1])=[O:34]. The yield is 0.990. (3) The yield is 0.570. The product is [CH2:22]([C:21]1[N:39]2[N:40]=[C:41]([CH3:43])[N:42]=[C:38]2[N:37]([CH:34]2[CH2:33][CH2:32][C:31]3([O:27][CH2:28][CH2:29][O:30]3)[CH2:36][CH2:35]2)[C:17](=[O:18])[C:16]=1[CH2:15][C:12]1[CH:11]=[CH:10][C:9]([C:4]2[C:3]([C:1]#[N:2])=[CH:8][CH:7]=[CH:6][CH:5]=2)=[CH:14][CH:13]=1)[CH2:23][CH2:24][CH3:25]. The catalyst is C(OCC)(=O)C. The reactants are [C:1]([C:3]1[CH:8]=[CH:7][CH:6]=[CH:5][C:4]=1[C:9]1[CH:14]=[CH:13][C:12]([CH2:15][CH:16]([C:21](=O)[CH2:22][CH2:23][CH2:24][CH3:25])[C:17](OC)=[O:18])=[CH:11][CH:10]=1)#[N:2].[O:27]1[C:31]2([CH2:36][CH2:35][CH:34]([NH:37][C:38]3[NH:42][C:41]([CH3:43])=[N:40][N:39]=3)[CH2:33][CH2:32]2)[O:30][CH2:29][CH2:28]1.N12CCCN=C1CCCCC2.C(N(CC)C1C=CC=CC=1)C. (4) The reactants are [Br:1][C:2]1[CH:3]=[C:4]([CH2:19][C:20]([O:22]C)=[O:21])[CH:5]=[CH:6][C:7]=1[NH:8][C:9]([NH:11][C:12]1[CH:17]=[CH:16][CH:15]=[CH:14][C:13]=1[Br:18])=[O:10].[OH-].[Na+]. The catalyst is C1COCC1. The product is [Br:1][C:2]1[CH:3]=[C:4]([CH2:19][C:20]([OH:22])=[O:21])[CH:5]=[CH:6][C:7]=1[NH:8][C:9]([NH:11][C:12]1[CH:17]=[CH:16][CH:15]=[CH:14][C:13]=1[Br:18])=[O:10]. The yield is 0.940. (5) The yield is 0.670. The reactants are [Li+].[Br-].[CH3:3][O:4][C:5]1[CH:10]=[CH:9][CH:8]=[C:7]([NH2:11])[CH:6]=1.[CH3:12][C:13]1[CH:21]=[CH:20][C:19]2[N:18]([CH2:22][CH:23]3[CH2:25][O:24]3)[C:17]3[CH2:26][CH2:27][N:28]([C:30]([O:32][CH2:33][CH3:34])=[O:31])[CH2:29][C:16]=3[C:15]=2[CH:14]=1. The product is [OH:24][CH:23]([CH2:25][NH:11][C:7]1[CH:8]=[CH:9][CH:10]=[C:5]([O:4][CH3:3])[CH:6]=1)[CH2:22][N:18]1[C:19]2[CH:20]=[CH:21][C:13]([CH3:12])=[CH:14][C:15]=2[C:16]2[CH2:29][N:28]([C:30]([O:32][CH2:33][CH3:34])=[O:31])[CH2:27][CH2:26][C:17]1=2. No catalyst specified. (6) The reactants are [F:1][C:2]1[CH:25]=[C:24]([N+:26]([O-:28])=[O:27])[CH:23]=[CH:22][C:3]=1[O:4][C:5]1[CH:10]=[CH:9][N:8]=[C:7]2[N:11]([C:15]([O:17][C:18]([CH3:21])([CH3:20])[CH3:19])=[O:16])[CH:12]=[C:13](I)[C:6]=12.[CH3:29][N:30]([CH3:34])[CH2:31][C:32]#[CH:33].C(Cl)Cl. The catalyst is C(N(CC)CC)C.C1COCC1.C1C=CC(P(C2C=CC=CC=2)[C-]2C=CC=C2)=CC=1.C1C=CC(P(C2C=CC=CC=2)[C-]2C=CC=C2)=CC=1.Cl[Pd]Cl.[Fe+2].[Cu]I. The product is [CH3:29][N:30]([CH3:34])[CH2:31][C:32]#[C:33][C:13]1[C:6]2[C:7](=[N:8][CH:9]=[CH:10][C:5]=2[O:4][C:3]2[CH:22]=[CH:23][C:24]([N+:26]([O-:28])=[O:27])=[CH:25][C:2]=2[F:1])[N:11]([C:15]([O:17][C:18]([CH3:21])([CH3:20])[CH3:19])=[O:16])[CH:12]=1. The yield is 0.950. (7) The reactants are [NH2:1][C:2]1[CH:7]=[N:6][CH:5]=[CH:4][N:3]=1.[CH2:8](OC(OCC)CBr)[CH3:9].Br.[OH-].[Na+]. The catalyst is C(O)C.CC(O)C.C(Cl)Cl. The product is [N:1]1[CH:8]=[CH:9][N:3]2[CH:4]=[CH:5][N:6]=[CH:7][C:2]=12. The yield is 0.940. (8) The reactants are [F:1][CH:2]([F:37])[C:3]1[N:7]([C:8]2[N:13]=[C:12]([N:14]3[CH2:19][CH2:18][O:17][CH2:16][CH2:15]3)[N:11]=[C:10]([N:20]3[CH2:25][CH2:24][N:23]([S:26]([CH:29]=[CH2:30])(=[O:28])=[O:27])[CH2:22][CH2:21]3)[N:9]=2)[C:6]2[CH:31]=[CH:32][CH:33]=[C:34]([O:35][CH3:36])[C:5]=2[N:4]=1.[NH:38]1[CH2:42][CH2:41][CH2:40][CH2:39]1. The catalyst is O1CCOCC1. The product is [F:37][CH:2]([F:1])[C:3]1[N:7]([C:8]2[N:13]=[C:12]([N:14]3[CH2:15][CH2:16][O:17][CH2:18][CH2:19]3)[N:11]=[C:10]([N:20]3[CH2:21][CH2:22][N:23]([S:26]([CH2:29][CH2:30][N:38]4[CH2:42][CH2:41][CH2:40][CH2:39]4)(=[O:28])=[O:27])[CH2:24][CH2:25]3)[N:9]=2)[C:6]2[CH:31]=[CH:32][CH:33]=[C:34]([O:35][CH3:36])[C:5]=2[N:4]=1. The yield is 0.810. (9) The reactants are [N:1]1[CH:6]=[CH:5][CH:4]=[C:3]([S:7]([OH:10])(=O)=[O:8])[CH:2]=1.P(Cl)(Cl)(Cl)(Cl)[Cl:12].O. The catalyst is C1(C)C=CC=CC=1. The product is [N:1]1[CH:6]=[CH:5][CH:4]=[C:3]([S:7]([Cl:12])(=[O:10])=[O:8])[CH:2]=1. The yield is 0.756. (10) The reactants are [Al+3].[Cl-].[Cl-].[Cl-].[Cl:5][C:6]1[N:7]=[N:8][C:9](Cl)=[CH:10][CH:11]=1.[CH:13]1[C:14]([C:22]([O:24][CH2:25][CH3:26])=[O:23])=[CH:15][N:16]2[C:21]=1[CH:20]=[CH:19][CH:18]=[CH:17]2. The catalyst is ClCCCl. The product is [Cl:5][C:6]1[N:7]=[N:8][C:9]([C:15]2[N:16]3[C:21]([CH:20]=[CH:19][CH:18]=[CH:17]3)=[CH:13][C:14]=2[C:22]([O:24][CH2:25][CH3:26])=[O:23])=[CH:10][CH:11]=1. The yield is 0.260.